From a dataset of Reaction yield outcomes from USPTO patents with 853,638 reactions. Predict the reaction yield, written as a fraction of the theoretical maximum amount of product (1.0 means a 100% yield; for example, 0.34 means a 34% yield). (1) The yield is 1.00. The product is [Cl:1][C:2]1[CH:3]=[CH:4][C:5]([CH2:8][CH2:9][C:10]2[CH:15]=[CH:14][N:13]([C:16]3[CH:21]=[CH:20][C:19]4[C:22]5[CH2:23][NH:24][CH2:25][CH2:26][C:27]=5[O:28][C:18]=4[CH:17]=3)[C:12](=[O:36])[N:11]=2)=[N:6][CH:7]=1. The catalyst is CO.CCOCC. The reactants are [Cl:1][C:2]1[CH:3]=[CH:4][C:5]([CH2:8][CH2:9][C:10]2[CH:15]=[CH:14][N:13]([C:16]3[CH:21]=[CH:20][C:19]4[C:22]5[CH2:23][N:24](C(OC(C)(C)C)=O)[CH2:25][CH2:26][C:27]=5[O:28][C:18]=4[CH:17]=3)[C:12](=[O:36])[N:11]=2)=[N:6][CH:7]=1.Cl. (2) The reactants are [C:1]([N:4]1[CH2:9][CH2:8][C:7](=[N:10][NH:11][C:12](=[O:19])[C:13]2[CH:18]=[CH:17][CH:16]=[CH:15][CH:14]=2)[CH2:6][CH2:5]1)(=[O:3])[CH3:2].C(OCC)C. The catalyst is C(O)(=O)C.O=[Pt]=O. The product is [C:1]([N:4]1[CH2:9][CH2:8][CH:7]([NH:10][NH:11][C:12](=[O:19])[C:13]2[CH:14]=[CH:15][CH:16]=[CH:17][CH:18]=2)[CH2:6][CH2:5]1)(=[O:3])[CH3:2]. The yield is 0.920. (3) The reactants are [CH3:1][S:2]([N:5]1[CH2:9][CH2:8][CH:7]([O:10][C:11]2[CH:12]=[C:13]([CH:17]=[CH:18][C:19]=2[N+:20]([O-])=O)[C:14]([NH2:16])=[O:15])[CH2:6]1)(=[O:4])=[O:3]. The catalyst is [Pd].CO.C(O)C. The product is [NH2:20][C:19]1[CH:18]=[CH:17][C:13]([C:14]([NH2:16])=[O:15])=[CH:12][C:11]=1[O:10][CH:7]1[CH2:8][CH2:9][N:5]([S:2]([CH3:1])(=[O:4])=[O:3])[CH2:6]1. The yield is 0.930. (4) The yield is 0.669. The product is [CH3:35][O:36][CH2:37][CH2:38][NH:39][C:2]1[N:7]=[CH:6][C:5]([C:8]2[CH:13]=[CH:12][N:11]=[C:10]([NH:14][C:15]3[CH:16]=[C:17]([NH:22][C:23](=[O:34])[C:24]4[CH:29]=[CH:28][CH:27]=[C:26]([C:30]([F:33])([F:32])[F:31])[CH:25]=4)[CH:18]=[CH:19][C:20]=3[CH3:21])[N:9]=2)=[CH:4][CH:3]=1. The catalyst is O. The reactants are Cl[C:2]1[N:7]=[CH:6][C:5]([C:8]2[CH:13]=[CH:12][N:11]=[C:10]([NH:14][C:15]3[CH:16]=[C:17]([NH:22][C:23](=[O:34])[C:24]4[CH:29]=[CH:28][CH:27]=[C:26]([C:30]([F:33])([F:32])[F:31])[CH:25]=4)[CH:18]=[CH:19][C:20]=3[CH3:21])[N:9]=2)=[CH:4][CH:3]=1.[CH3:35][O:36][CH2:37][CH2:38][NH2:39]. (5) The reactants are [CH3:1][N:2]1[C:6]([C:7]([NH:9][C:10]2[CH:11]=[C:12]([C:16]#[C:17][C:18]3[CH:19]=[C:20]([C:24]([N:26]=[S:27]([C:30]4[CH:31]=[C:32]([CH2:36][C:37]([O:39]C)=[O:38])[CH:33]=[CH:34][CH:35]=4)([CH3:29])=[O:28])=[O:25])[CH:21]=[N:22][CH:23]=3)[CH:13]=[CH:14][CH:15]=2)=[O:8])=[CH:5][C:4]([CH3:41])=[N:3]1.[OH-].[Na+].C(O)(=O)C. The catalyst is C1COCC1. The product is [CH3:1][N:2]1[C:6]([C:7]([NH:9][C:10]2[CH:11]=[C:12]([C:16]#[C:17][C:18]3[CH:19]=[C:20]([C:24]([N:26]=[S:27]([C:30]4[CH:31]=[C:32]([CH2:36][C:37]([OH:39])=[O:38])[CH:33]=[CH:34][CH:35]=4)([CH3:29])=[O:28])=[O:25])[CH:21]=[N:22][CH:23]=3)[CH:13]=[CH:14][CH:15]=2)=[O:8])=[CH:5][C:4]([CH3:41])=[N:3]1. The yield is 0.620. (6) The reactants are [CH3:1][O:2][C:3]1[CH:4]=[C:5]([N:18]2[CH:22]=[CH:21][CH:20]=[N:19]2)[CH:6]=[CH:7][C:8]=1B1OC(C)(C)C(C)(C)O1.Br[C:24]1[S:28][C:27]([N:29]2[CH2:34][CH2:33][N:32]([C:35]([O:37][C:38]([CH3:41])([CH3:40])[CH3:39])=[O:36])[CH2:31][CH2:30]2)=[N:26][N:25]=1.C([O-])([O-])=O.[Na+].[Na+]. The catalyst is O1CCOCC1.O.C1C=CC([P]([Pd]([P](C2C=CC=CC=2)(C2C=CC=CC=2)C2C=CC=CC=2)([P](C2C=CC=CC=2)(C2C=CC=CC=2)C2C=CC=CC=2)[P](C2C=CC=CC=2)(C2C=CC=CC=2)C2C=CC=CC=2)(C2C=CC=CC=2)C2C=CC=CC=2)=CC=1. The product is [CH3:1][O:2][C:3]1[CH:4]=[C:5]([N:18]2[CH:22]=[CH:21][CH:20]=[N:19]2)[CH:6]=[CH:7][C:8]=1[C:24]1[S:28][C:27]([N:29]2[CH2:30][CH2:31][N:32]([C:35]([O:37][C:38]([CH3:41])([CH3:40])[CH3:39])=[O:36])[CH2:33][CH2:34]2)=[N:26][N:25]=1. The yield is 0.780.